This data is from NCI-60 drug combinations with 297,098 pairs across 59 cell lines. The task is: Regression. Given two drug SMILES strings and cell line genomic features, predict the synergy score measuring deviation from expected non-interaction effect. Synergy scores: CSS=64.0, Synergy_ZIP=-4.40, Synergy_Bliss=-1.46, Synergy_Loewe=-0.519, Synergy_HSA=1.39. Drug 1: COC1=CC(=CC(=C1O)OC)C2C3C(COC3=O)C(C4=CC5=C(C=C24)OCO5)OC6C(C(C7C(O6)COC(O7)C8=CC=CS8)O)O. Cell line: ACHN. Drug 2: CC1=C2C(C(=O)C3(C(CC4C(C3C(C(C2(C)C)(CC1OC(=O)C(C(C5=CC=CC=C5)NC(=O)OC(C)(C)C)O)O)OC(=O)C6=CC=CC=C6)(CO4)OC(=O)C)O)C)O.